This data is from Full USPTO retrosynthesis dataset with 1.9M reactions from patents (1976-2016). The task is: Predict the reactants needed to synthesize the given product. (1) The reactants are: Cl[C:2]1[CH:3]=[C:4]([CH:8]=[C:9]([O:11][CH3:12])[N:10]=1)[C:5]([OH:7])=[O:6].[CH2:13]([NH2:17])[CH2:14][CH:15]=[CH2:16]. Given the product [CH2:13]([NH:17][C:2]1[CH:3]=[C:4]([CH:8]=[C:9]([O:11][CH3:12])[N:10]=1)[C:5]([OH:7])=[O:6])[CH2:14][CH:15]=[CH2:16], predict the reactants needed to synthesize it. (2) Given the product [C:1]([O:5][C:6]([NH:8][CH2:9][C:10]1[CH:11]=[C:12]([NH:16][C:17](=[O:22])[C:18]([OH:20])=[O:19])[CH:13]=[CH:14][CH:15]=1)=[O:7])([CH3:4])([CH3:2])[CH3:3], predict the reactants needed to synthesize it. The reactants are: [C:1]([O:5][C:6]([NH:8][CH2:9][C:10]1[CH:11]=[C:12]([NH:16][C:17](=[O:22])[C:18]([O:20]C)=[O:19])[CH:13]=[CH:14][CH:15]=1)=[O:7])([CH3:4])([CH3:3])[CH3:2].[OH-].[Na+]. (3) Given the product [CH:1]1([C:9]([NH:29][CH2:28][C:27]([OH:30])=[O:26])=[O:11])[C:3]2([CH2:4][CH2:5][CH2:6][CH2:7][CH2:8]2)[CH2:2]1, predict the reactants needed to synthesize it. The reactants are: [CH:1]1([C:9]([OH:11])=O)[C:3]2([CH2:8][CH2:7][CH2:6][CH2:5][CH2:4]2)[CH2:2]1.C(N1C=CN=C1)(N1C=CN=C1)=O.Cl.C[O:26][C:27](=[O:30])[CH2:28][NH2:29].[OH-].[Na+].Cl. (4) Given the product [CH3:31][O:30][CH2:2][CH2:3][CH2:4][CH2:5][CH2:6][N:7]1[C:15]2[C:14](=[O:16])[NH:13][C:12]([NH:17][C:18]3[CH:23]=[CH:22][C:21]([CH3:24])=[C:20]([CH2:25][CH3:26])[CH:19]=3)=[N:11][C:10]=2[N:9]=[CH:8]1, predict the reactants needed to synthesize it. The reactants are: I[CH2:2][CH2:3][CH2:4][CH2:5][CH2:6][N:7]1[C:15]2[C:14](=[O:16])[NH:13][C:12]([NH:17][C:18]3[CH:23]=[CH:22][C:21]([CH3:24])=[C:20]([CH2:25][CH3:26])[CH:19]=3)=[N:11][C:10]=2[N:9]=[CH:8]1.C[O-].[Na+].[OH:30][C:31]1(C2C=CC(Cl)=C(C(F)(F)F)C=2)CCN(CCCCCN2C3C(=O)NC(NC4C=CC(C)=C(CC)C=4)=NC=3N=C2)CC1.C(=O)([O-])[O-].[K+].[K+].OC1(C2C=CC(C(F)(F)F)=C(Cl)C=2)CCNCC1.